From a dataset of Reaction yield outcomes from USPTO patents with 853,638 reactions. Predict the reaction yield, written as a fraction of the theoretical maximum amount of product (1.0 means a 100% yield; for example, 0.34 means a 34% yield). (1) The reactants are [Cl:1][N:2]([C:10]1[C:19]2[C:14](=[CH:15][C:16]([OH:22])=[C:17]([O:20]C)[CH:18]=2)[N:13]=[CH:12][N:11]=1)[C:3]1[CH:8]=[CH:7][CH:6]=[CH:5][C:4]=1[F:9].C1(P(C2C=CC=CC=2)C2C=CC=CC=2)C=CC=CC=1.[O:42]1[CH2:47][CH2:46][N:45]([CH2:48][C:49]#[C:50][CH2:51]O)[CH2:44][CH2:43]1.N(C([O:62][CH2:63]C)=O)=NC(OCC)=O.C(Cl)[Cl:66]. No catalyst specified. The product is [OH2:20].[ClH:1].[Cl:66][C:6]1[CH:7]=[CH:8][C:3]([NH:2][C:10]2([O:62][CH3:63])[C:19]3[C:14](=[CH:15][C:16]([O:22][CH2:51][C:50]#[C:49][CH2:48][N:45]4[CH2:44][CH2:43][O:42][CH2:47][CH2:46]4)=[CH:17][CH:18]=3)[N:13]=[CH:12][NH:11]2)=[C:4]([F:9])[CH:5]=1. The yield is 0.180. (2) The reactants are [F:1][C:2]1[C:7]([O:8][CH3:9])=[CH:6][C:5]([O:10][CH3:11])=[C:4]([F:12])[C:3]=1[N:13]=[CH:14][C:15]1[C:16]([NH:23][CH2:24][CH3:25])=[N:17][C:18]([S:21][CH3:22])=[N:19][CH:20]=1.[H-].[Al+3].[Li+].[H-].[H-].[H-].O1C[CH2:35][CH2:34][CH2:33]1. No catalyst specified. The product is [CH:24]1([NH:23][C:16]2[C:15]([CH2:14][NH:13][C:3]3[C:4]([F:12])=[C:5]([O:10][CH3:11])[CH:6]=[C:7]([O:8][CH3:9])[C:2]=3[F:1])=[CH:20][N:19]=[C:18]([S:21][CH3:22])[N:17]=2)[CH2:35][CH2:34][CH2:33][CH2:25]1. The yield is 0.760. (3) The reactants are Br[C:2]1[S:6][C:5]([NH:7][C:8]([NH:10][C:11]2[CH:16]=[CH:15][C:14]([CH3:17])=[CH:13][C:12]=2[C:18]([CH:20]2[CH2:24][CH2:23][CH2:22][CH2:21]2)=[O:19])=[O:9])=[N:4][CH:3]=1.[CH3:25][O:26][C:27](=[O:35])[CH:28]([NH:31][C:32](=[O:34])[CH3:33])[CH2:29][SH:30]. No catalyst specified. The product is [CH3:25][O:26][C:27](=[O:35])[CH:28]([NH:31][C:32](=[O:34])[CH3:33])[CH2:29][S:30][C:2]1[S:6][C:5]([NH:7][C:8]([NH:10][C:11]2[CH:16]=[CH:15][C:14]([CH3:17])=[CH:13][C:12]=2[C:18]([CH:20]2[CH2:24][CH2:23][CH2:22][CH2:21]2)=[O:19])=[O:9])=[N:4][CH:3]=1. The yield is 0.350.